From a dataset of Reaction yield outcomes from USPTO patents with 853,638 reactions. Predict the reaction yield, written as a fraction of the theoretical maximum amount of product (1.0 means a 100% yield; for example, 0.34 means a 34% yield). (1) The product is [N:28]([CH2:11][C@@H:10]([NH:13][C:14](=[O:20])[O:15][C:16]([CH3:19])([CH3:18])[CH3:17])[CH2:9][O:8][CH2:6][CH3:7])=[N+:29]=[N-:30]. The reactants are CS(Cl)(=O)=O.[CH2:6]([O:8][CH2:9][C@H:10]([NH:13][C:14](=[O:20])[O:15][C:16]([CH3:19])([CH3:18])[CH3:17])[CH2:11]O)[CH3:7].CCN(CC)CC.[N-:28]=[N+:29]=[N-:30].[Na+]. The catalyst is C(Cl)Cl.CCOC(C)=O.[I-].C([N+](CCCC)(CCCC)CCCC)CCC. The yield is 0.670. (2) The reactants are [CH2:1]([P:3]([O-:9])[O:4][CH2:5][CH2:6][CH2:7][CH3:8])[CH3:2].[CH:10](=[O:13])[CH:11]=[CH2:12].[O-]CCCC.[Na+]. No catalyst specified. The product is [CH2:1]([P:3]([CH2:12][CH2:11][CH:10]=[O:13])(=[O:9])[O:4][CH2:5][CH2:6][CH2:7][CH3:8])[CH3:2]. The yield is 0.890. (3) The product is [NH2:22][C:19]1[CH:18]=[CH:17][CH:16]=[C:15]2[C:20]=1[CH2:21][N:13]([CH2:12][CH2:11][N:2]1[CH2:3][CH2:4][C:5]3[C:10](=[CH:9][CH:8]=[CH:7][CH:6]=3)[CH2:1]1)[C:14]2=[O:25]. The yield is 0.880. The catalyst is CO.O.[Zn]. The reactants are [CH2:1]1[C:10]2[C:5](=[CH:6][CH:7]=[CH:8][CH:9]=2)[CH2:4][CH2:3][N:2]1[CH2:11][CH2:12][N:13]1[CH2:21][C:20]2[C:15](=[CH:16][CH:17]=[CH:18][C:19]=2[N+:22]([O-])=O)[C:14]1=[O:25].[Cl-].[NH4+]. (4) The reactants are CN(C)/[CH:3]=[CH:4]/[C:5]1[C:6]([N+:19]([O-])=O)=[CH:7][C:8]([N+:16]([O-])=O)=[C:9]([CH:15]=1)[C:10]([O:12][CH2:13][CH3:14])=[O:11].[H][H]. The catalyst is [Ni].CCO. The product is [NH2:16][C:8]1[CH:7]=[C:6]2[C:5]([CH:4]=[CH:3][NH:19]2)=[CH:15][C:9]=1[C:10]([O:12][CH2:13][CH3:14])=[O:11]. The yield is 0.300. (5) The reactants are [CH3:1][C:2]1[CH:7]=[CH:6][N:5]=[CH:4][C:3]=1[N:8]1[CH2:12][CH2:11][NH:10][C:9]1=[O:13].Br[C:15]1[C:16]2[CH:23]=[CH:22][CH:21]=[CH:20][C:17]=2[S:18][CH:19]=1.N[C@@H]1CCCC[C@H]1N.P([O-])([O-])([O-])=O.[K+].[K+].[K+]. The catalyst is [Cu](I)I.O1CCOCC1. The product is [S:18]1[CH:19]=[C:15]([N:10]2[CH2:11][CH2:12][N:8]([C:3]3[CH:4]=[N:5][CH:6]=[CH:7][C:2]=3[CH3:1])[C:9]2=[O:13])[C:16]2[CH:23]=[CH:22][CH:21]=[CH:20][C:17]1=2. The yield is 0.363. (6) The reactants are [Cl:1][C:2]1[CH:9]=[C:8]([C:10]([F:13])([F:12])[F:11])[CH:7]=[CH:6][C:3]=1[CH:4]=O.[N+:14]([CH3:17])([O-:16])=[O:15].Cl.CN.C([O-])(=O)C.[Na+]. No catalyst specified. The product is [Cl:1][C:2]1[CH:9]=[C:8]([C:10]([F:13])([F:12])[F:11])[CH:7]=[CH:6][C:3]=1/[CH:4]=[CH:17]/[N+:14]([O-:16])=[O:15]. The yield is 0.332. (7) The reactants are [BH4-].[Na+].[OH:3][C:4]1([C:24]2[CH:29]=[CH:28][CH:27]=[C:26]([O:30][CH3:31])[CH:25]=2)[CH2:9][CH2:8][N:7]([CH2:10][C:11]([C:13]2[CH:14]=[C:15]3[C:20](=[CH:21][CH:22]=2)[NH:19][C:18](=[O:23])[CH2:17][CH2:16]3)=[O:12])[CH2:6][CH2:5]1. The catalyst is C(O)C. The product is [OH:12][CH:11]([C:13]1[CH:14]=[C:15]2[C:20](=[CH:21][CH:22]=1)[NH:19][C:18](=[O:23])[CH2:17][CH2:16]2)[CH2:10][N:7]1[CH2:8][CH2:9][C:4]([OH:3])([C:24]2[CH:29]=[CH:28][CH:27]=[C:26]([O:30][CH3:31])[CH:25]=2)[CH2:5][CH2:6]1. The yield is 0.690. (8) The reactants are [Br:1][C:2]1[N:6]2[C:7](Br)=[CH:8][N:9]=[CH:10][C:5]2=[N:4][CH:3]=1.[NH4+:12].[OH-]. The catalyst is C1COCC1.C(Cl)Cl.Cl. The product is [Br:1][C:2]1[N:6]2[CH:7]=[CH:8][N:9]=[C:10]([NH2:12])[C:5]2=[N:4][CH:3]=1. The yield is 0.500. (9) The yield is 0.690. The reactants are [F:1][C:2]([F:28])([CH2:20][O:21][C:22]1[CH:27]=[CH:26][CH:25]=[CH:24][CH:23]=1)/[CH:3]=[CH:4]/[C@@H:5]1[C@@H:17]2[C@@H:8]([O:9][C:10](=[O:18])[CH2:11][CH2:12][CH2:13][CH:14]=[CH:15][CH2:16]2)[CH2:7][C@H:6]1[OH:19].C(N(CC)CC)C.[C:36]1([C:45]2[CH:50]=[CH:49][CH:48]=[CH:47][CH:46]=2)[CH:41]=[CH:40][C:39]([C:42](Cl)=[O:43])=[CH:38][CH:37]=1.C(=O)(O)[O-].[Na+]. The product is [C:45]1([C:36]2[CH:37]=[CH:38][C:39]([C:42]([O:19][C@@H:6]3[CH2:7][C@@H:8]4[O:9][C:10](=[O:18])[CH2:11][CH2:12][CH2:13][CH:14]=[CH:15][CH2:16][C@@H:17]4[C@H:5]3/[CH:4]=[CH:3]/[C:2]([F:1])([F:28])[CH2:20][O:21][C:22]3[CH:27]=[CH:26][CH:25]=[CH:24][CH:23]=3)=[O:43])=[CH:40][CH:41]=2)[CH:46]=[CH:47][CH:48]=[CH:49][CH:50]=1. The catalyst is C1COCC1.CN(C)C1C=CN=CC=1.